Dataset: Forward reaction prediction with 1.9M reactions from USPTO patents (1976-2016). Task: Predict the product of the given reaction. (1) Given the reactants CN(C(ON1N=NC2C=CC=CC1=2)=[N+](C)C)C.[B-](F)(F)(F)F.CCN(C(C)C)C(C)C.[Cl:32][C:33]1[CH:55]=[CH:54][C:36]2[NH:37][C:38]([S:40][C:41]3[C:46]4[NH:47][C:48](=[O:50])[NH:49][C:45]=4[CH:44]=[C:43]([C:51]([OH:53])=O)[CH:42]=3)=[N:39][C:35]=2[CH:34]=1.[NH2:56][CH2:57][CH2:58][O:59][CH2:60][CH2:61][OH:62], predict the reaction product. The product is: [Cl:32][C:33]1[CH:55]=[CH:54][C:36]2[NH:37][C:38]([S:40][C:41]3[C:46]4[NH:47][C:48](=[O:50])[NH:49][C:45]=4[CH:44]=[C:43]([C:51]([NH:56][CH2:57][CH2:58][O:59][CH2:60][CH2:61][OH:62])=[O:53])[CH:42]=3)=[N:39][C:35]=2[CH:34]=1. (2) The product is: [OH:28][C@H:24]1[CH2:25][CH2:26][CH2:27][N:22]([C:3]2[C:2]([C:33]3[CH:34]=[N:29][CH:30]=[N:31][CH:32]=3)=[CH:21][C:6]([C:7]([NH:9][C:10]3[CH:15]=[CH:14][C:13]([O:16][C:17]([F:20])([F:19])[F:18])=[CH:12][CH:11]=3)=[O:8])=[CH:5][N:4]=2)[CH2:23]1. Given the reactants Br[C:2]1[C:3]([N:22]2[CH2:27][CH2:26][CH2:25][C@H:24]([OH:28])[CH2:23]2)=[N:4][CH:5]=[C:6]([CH:21]=1)[C:7]([NH:9][C:10]1[CH:15]=[CH:14][C:13]([O:16][C:17]([F:20])([F:19])[F:18])=[CH:12][CH:11]=1)=[O:8].[N:29]1[CH:34]=[C:33](B(O)O)[CH:32]=[N:31][CH:30]=1, predict the reaction product. (3) Given the reactants [Cl:1][C:2]1[C:11]2[C:6](=[CH:7][CH:8]=[C:9]([C:12]([OH:27])([C:21]3[N:25]([CH3:26])[CH:24]=[N:23][CH:22]=3)[C:13]3[CH:20]=[CH:19][C:16]([C:17]#[N:18])=[CH:15][CH:14]=3)[CH:10]=2)[N:5]=[C:4]([O:28][CH3:29])[C:3]=1[OH:30].[CH:31]1([CH2:34]O)[CH2:33][CH2:32]1, predict the reaction product. The product is: [Cl:1][C:2]1[C:11]2[C:6](=[CH:7][CH:8]=[C:9]([C:12]([OH:27])([C:21]3[N:25]([CH3:26])[CH:24]=[N:23][CH:22]=3)[C:13]3[CH:14]=[CH:15][C:16]([C:17]#[N:18])=[CH:19][CH:20]=3)[CH:10]=2)[N:5]=[C:4]([O:28][CH3:29])[C:3]=1[O:30][CH2:34][CH:31]1[CH2:33][CH2:32]1. (4) Given the reactants CCCC([NH:6][C@@H:7]1[C:11](=[O:12])[O:10][CH2:9][CH2:8]1)=O.[CH2:13](Cl)[CH2:14]Cl, predict the reaction product. The product is: [C:11]([OH:12])(=[O:10])[CH2:7][CH2:8][CH3:9].[NH2:6][C@@H:7]1[CH2:8][CH2:9][CH2:13][C@H:11]1[OH:12].[NH2:6][C@@H:7]1[CH2:8][CH2:9][CH2:14][CH2:13][C@H:11]1[OH:12]. (5) The product is: [CH2:24]([C:4]1[CH:3]=[N:2][N:33]([C:27]2[CH:32]=[CH:31][CH:30]=[CH:29][CH:28]=2)[C:5]=1[C:7]1[C:12](=[O:13])[CH:11]=[CH:10][N:9]([C:14]2[CH:19]=[CH:18][CH:17]=[C:16]([S:20]([CH3:23])(=[O:22])=[O:21])[CH:15]=2)[N:8]=1)[CH3:25]. Given the reactants C[N:2](C)/[CH:3]=[C:4](\[CH2:24][CH3:25])/[C:5]([C:7]1[C:12](=[O:13])[CH:11]=[CH:10][N:9]([C:14]2[CH:19]=[CH:18][CH:17]=[C:16]([S:20]([CH3:23])(=[O:22])=[O:21])[CH:15]=2)[N:8]=1)=O.[C:27]1([NH:33]N)[CH:32]=[CH:31][CH:30]=[CH:29][CH:28]=1, predict the reaction product. (6) Given the reactants [CH2:1]([O:3][C:4]1[CH:5]=[N:6][C:7]([C:10]2[CH:15]=[CH:14][CH:13]=[C:12](B3OC(C)(C)C(C)(C)O3)[CH:11]=2)=[N:8][CH:9]=1)[CH3:2].[OH-:25].[Na+].OO, predict the reaction product. The product is: [CH2:1]([O:3][C:4]1[CH:5]=[N:6][C:7]([C:10]2[CH:11]=[C:12]([OH:25])[CH:13]=[CH:14][CH:15]=2)=[N:8][CH:9]=1)[CH3:2]. (7) Given the reactants [CH3:1][NH:2][C:3]([N:5]1[C:13]2[C:8](=[CH:9][C:10]([O:14][C:15]3[C:20]([C:21]#[N:22])=[CH:19][N:18]=[C:17]([NH2:23])[CH:16]=3)=[CH:11][CH:12]=2)[CH:7]=[CH:6]1)=[O:4].C(N(CC)CC)C.Cl[C:32](OC1C=CC=CC=1)=[O:33].[N:41]1([CH:46]2[CH2:51][CH2:50][NH:49][CH2:48][CH2:47]2)[CH2:45][CH2:44][CH2:43][CH2:42]1, predict the reaction product. The product is: [CH3:1][NH:2][C:3]([N:5]1[C:13]2[C:8](=[CH:9][C:10]([O:14][C:15]3[C:20]([C:21]#[N:22])=[CH:19][N:18]=[C:17]([NH:23][C:32]([N:49]4[CH2:50][CH2:51][CH:46]([N:41]5[CH2:45][CH2:44][CH2:43][CH2:42]5)[CH2:47][CH2:48]4)=[O:33])[CH:16]=3)=[CH:11][CH:12]=2)[CH:7]=[CH:6]1)=[O:4].